From a dataset of Catalyst prediction with 721,799 reactions and 888 catalyst types from USPTO. Predict which catalyst facilitates the given reaction. Reactant: C(NC([NH:8][CH2:9][C:10]#[C:11][CH2:12][NH:13][C:14]([NH:16][C:17]1[S:18][C:19]2[C:25]3[N:26]([C:29]4[CH:34]=[CH:33][CH:32]=[CH:31][CH:30]=4)[N:27]=[CH:28][C:24]=3[CH2:23][CH2:22][C:20]=2[N:21]=1)=[O:15])=O)(C)(C)C.ClCCl. Product: [NH2:8][CH2:9][C:10]#[C:11][CH2:12][NH:13][C:14]([NH:16][C:17]1[S:18][C:19]2[C:25]3[N:26]([C:29]4[CH:30]=[CH:31][CH:32]=[CH:33][CH:34]=4)[N:27]=[CH:28][C:24]=3[CH2:23][CH2:22][C:20]=2[N:21]=1)=[O:15]. The catalyst class is: 55.